Dataset: HIV replication inhibition screening data with 41,000+ compounds from the AIDS Antiviral Screen. Task: Binary Classification. Given a drug SMILES string, predict its activity (active/inactive) in a high-throughput screening assay against a specified biological target. (1) The compound is CC1CC(C)(C)NC(=CC(=O)N2Cc3cc4ccccc4nc3C2)O1. The result is 0 (inactive). (2) The result is 0 (inactive). The compound is CCCCCCCCCCCCSC(=S)c1c(C)nn(-c2ccccc2)c1O.